Predict which catalyst facilitates the given reaction. From a dataset of Catalyst prediction with 721,799 reactions and 888 catalyst types from USPTO. (1) Reactant: C(O)(C(F)(F)F)=O.[S:8]([O-:39])([O:11][N:12]1[C:18](=[O:19])[N:17]2[CH2:20][C@H:13]1[CH2:14][CH2:15][C@H:16]2[C:21]1[S:22][C:23]([CH:26]2[CH2:31][CH2:30][N:29](C(OC(C)(C)C)=O)[CH2:28][CH2:27]2)=[N:24][N:25]=1)(=[O:10])=[O:9].[Na+]. Product: [S:8]([OH:39])([O:11][N:12]1[C:18](=[O:19])[N:17]2[CH2:20][C@H:13]1[CH2:14][CH2:15][C@H:16]2[C:21]1[S:22][C:23]([CH:26]2[CH2:31][CH2:30][NH:29][CH2:28][CH2:27]2)=[N:24][N:25]=1)(=[O:9])=[O:10]. The catalyst class is: 158. (2) Reactant: C([O:5][C:6]([C@@H:8]1[CH2:10][C@H:9]1[C:11]1[CH:21]=[CH:20][C:14]([C:15]([O:17][CH2:18][CH3:19])=[O:16])=[CH:13][CH:12]=1)=[O:7])(C)(C)C.C(O)(C(F)(F)F)=O.O. Product: [CH2:18]([O:17][C:15]([C:14]1[CH:20]=[CH:21][C:11]([C@@H:9]2[CH2:10][C@H:8]2[C:6]([OH:7])=[O:5])=[CH:12][CH:13]=1)=[O:16])[CH3:19]. The catalyst class is: 4. (3) Reactant: [F:1][C:2]1[C:33]([F:34])=[CH:32][CH:31]=[CH:30][C:3]=1[CH2:4][S:5][C:6]1[N:7]=[C:8]([O:22][C@H:23]([CH3:29])[C:24]([O:26][CH2:27][CH3:28])=[O:25])[C:9]2[S:14][C:13](=[O:15])[N:12](C3CCCCO3)[C:10]=2[N:11]=1.FC1C(F)=CC=CC=1CSN1C=C2S(C3CCCCO3)(=N)C(=O)N=C2C(O[C@H](C)C(OCC)=O)=C1.C1COCC1.Cl. Product: [F:1][C:2]1[C:33]([F:34])=[CH:32][CH:31]=[CH:30][C:3]=1[CH2:4][S:5][C:6]1[N:7]=[C:8]([O:22][C@H:23]([CH3:29])[C:24]([O:26][CH2:27][CH3:28])=[O:25])[C:9]2[S:14][C:13](=[O:15])[NH:12][C:10]=2[N:11]=1. The catalyst class is: 47.